Dataset: Catalyst prediction with 721,799 reactions and 888 catalyst types from USPTO. Task: Predict which catalyst facilitates the given reaction. (1) The catalyst class is: 9. Product: [Br:1][C:2]1[CH:7]=[CH:6][N:5]=[C:4]2[N:8]([CH2:18][O:17][CH2:16][CH2:15][Si:14]([CH3:21])([CH3:20])[CH3:13])[CH:9]=[CH:10][C:3]=12. Reactant: [Br:1][C:2]1[CH:7]=[CH:6][N:5]=[C:4]2[NH:8][CH:9]=[CH:10][C:3]=12.[H-].[Na+].[CH3:13][Si:14]([CH3:21])([CH3:20])[CH2:15][CH2:16][O:17][CH2:18]Cl. (2) Reactant: [Cl:1][C:2]1[CH:3]=[CH:4][C:5]([CH2:8][O:9][C:10]2[CH:15]=[CH:14][N:13]([C:16]3[CH:21]=[CH:20][C:19]4[C:22]5[CH2:23][NH:24][CH2:25][CH2:26][C:27]=5[O:28][C:18]=4[CH:17]=3)[C:12](=[O:29])[CH:11]=2)=[N:6][CH:7]=1.Cl.CCOCC. Product: [ClH:1].[Cl:1][C:2]1[CH:3]=[CH:4][C:5]([CH2:8][O:9][C:10]2[CH:15]=[CH:14][N:13]([C:16]3[CH:21]=[CH:20][C:19]4[C:22]5[CH2:23][NH:24][CH2:25][CH2:26][C:27]=5[O:28][C:18]=4[CH:17]=3)[C:12](=[O:29])[CH:11]=2)=[N:6][CH:7]=1. The catalyst class is: 5. (3) Reactant: [Br:1]N1C(=O)CCC1=O.C1C=CN=CC=1.[FH:15].[F:16][C:17]1[CH:18]=[C:19]([C:27]([O:29][CH3:30])=[O:28])[C:20]2[O:24][C:23]([CH3:25])=[CH:22][C:21]=2[CH:26]=1. Product: [Br:1][C:23]1([CH3:25])[CH:22]([F:15])[C:21]2[CH:26]=[C:17]([F:16])[CH:18]=[C:19]([C:27]([O:29][CH3:30])=[O:28])[C:20]=2[O:24]1. The catalyst class is: 27. (4) Product: [F:19][C:20]1[CH:21]=[C:22]2[C:30](=[CH:31][CH:32]=1)[NH:29][C:28]1[CH2:27][CH:26]([C:33]([NH:18][CH2:17][C@@H:14]3[O:13][C:9]4=[C:10]5[C:5](=[CH:6][CH:7]=[C:8]4[O:16][CH2:15]3)[N:4]=[C:3]([CH3:2])[CH:12]=[CH:11]5)=[O:34])[CH2:25][CH2:24][C:23]2=1. Reactant: Cl.[CH3:2][C:3]1[CH:12]=[CH:11][C:10]2[C:5](=[CH:6][CH:7]=[C:8]3[O:16][CH2:15][C@H:14]([CH2:17][NH2:18])[O:13][C:9]3=2)[N:4]=1.[F:19][C:20]1[CH:21]=[C:22]2[C:30](=[CH:31][CH:32]=1)[NH:29][C:28]1[CH2:27][CH:26]([C:33](O)=[O:34])[CH2:25][CH2:24][C:23]2=1.C1C=CC2N(O)N=NC=2C=1.C1CCC(N=C=NC2CCCCC2)CC1. The catalyst class is: 571.